Dataset: Peptide-MHC class II binding affinity with 134,281 pairs from IEDB. Task: Regression. Given a peptide amino acid sequence and an MHC pseudo amino acid sequence, predict their binding affinity value. This is MHC class II binding data. (1) The peptide sequence is CGSTDEYCSPDHNCQ. The MHC is DRB1_1201 with pseudo-sequence DRB1_1201. The binding affinity (normalized) is 0.122. (2) The peptide sequence is ATATATSAVGAPTGA. The MHC is DRB1_0802 with pseudo-sequence DRB1_0802. The binding affinity (normalized) is 0.154. (3) The peptide sequence is QKRTLSLLQYARYPI. The MHC is DRB1_0404 with pseudo-sequence DRB1_0404. The binding affinity (normalized) is 0.321. (4) The peptide sequence is AAAAAYEAAFAATVP. The MHC is HLA-DQA10401-DQB10402 with pseudo-sequence HLA-DQA10401-DQB10402. The binding affinity (normalized) is 0.220. (5) The peptide sequence is SQDLELSWELNGLQAY. The MHC is HLA-DQA10101-DQB10501 with pseudo-sequence HLA-DQA10101-DQB10501. The binding affinity (normalized) is 0.741. (6) The peptide sequence is LSSNDLAKYKANWIE. The MHC is DRB1_0701 with pseudo-sequence DRB1_0701. The binding affinity (normalized) is 0.618. (7) The peptide sequence is TITVYAVTYYKEADY. The MHC is DRB1_0404 with pseudo-sequence DRB1_0404. The binding affinity (normalized) is 0.463. (8) The MHC is DRB1_1501 with pseudo-sequence DRB1_1501. The binding affinity (normalized) is 0. The peptide sequence is KINDKCPSTGEAHLA. (9) The peptide sequence is DFREFSRAKGLNQEI. The MHC is DRB1_1101 with pseudo-sequence DRB1_1101. The binding affinity (normalized) is 0.766.